This data is from Full USPTO retrosynthesis dataset with 1.9M reactions from patents (1976-2016). The task is: Predict the reactants needed to synthesize the given product. (1) Given the product [CH:1]([C:4]1[C:8]([CH2:9][CH2:10][CH2:11][CH2:12][O:13][C:25]2[CH:30]=[CH:29][C:28]([CH2:31][CH2:32][C:33]([OH:35])=[O:34])=[C:27]([O:37][CH3:38])[CH:26]=2)=[CH:7][N:6]([C:14]2[CH:19]=[CH:18][C:17]([C:20]([F:22])([F:21])[F:23])=[CH:16][N:15]=2)[N:5]=1)([CH3:3])[CH3:2], predict the reactants needed to synthesize it. The reactants are: [CH:1]([C:4]1[C:8]([CH2:9][CH2:10][CH2:11][CH2:12][OH:13])=[CH:7][N:6]([C:14]2[CH:19]=[CH:18][C:17]([C:20]([F:23])([F:22])[F:21])=[CH:16][N:15]=2)[N:5]=1)([CH3:3])[CH3:2].O[C:25]1[CH:30]=[CH:29][C:28]([CH2:31][CH2:32][C:33]([O:35]C)=[O:34])=[C:27]([O:37][CH3:38])[CH:26]=1.C(P(CCCC)CCCC)CCC.N(C(N1CCCCC1)=O)=NC(N1CCCCC1)=O. (2) Given the product [CH3:16][O:15][C:11]1[CH:10]=[C:9]([C@H:5]([CH2:6][CH3:7])[C@@H:4]([CH3:17])[CH2:3][N:2]([CH3:18])[CH3:1])[CH:14]=[CH:13][CH:12]=1, predict the reactants needed to synthesize it. The reactants are: [CH3:1][N:2]([CH3:18])[CH2:3][C@H:4]([CH3:17])[C@:5]([C:9]1[CH:14]=[CH:13][CH:12]=[C:11]([O:15][CH3:16])[CH:10]=1)(O)[CH2:6][CH3:7].FC(F)(F)C(OC(=O)C(F)(F)F)=O.[H][H]. (3) Given the product [C:1]1([C@@H:7]2[C@H:8]3[C@H:9]([CH2:16]3)[C@H:10]([NH:12][C:13](=[O:15])[CH3:14])[CH2:11]2)[CH:6]=[CH:5][CH:4]=[CH:3][CH:2]=1, predict the reactants needed to synthesize it. The reactants are: [C:1]1([C@H:7]2[CH2:11][C@@H:10]([NH:12][C:13](=[O:15])[CH3:14])[CH:9]=[CH:8]2)[CH:6]=[CH:5][CH:4]=[CH:3][CH:2]=1.[CH2:16]([Zn]CC)C.ICI.Cl.[O-]S([O-])(=S)=O.[Na+].[Na+]. (4) Given the product [C:14]([O:17][CH2:18][CH2:19][C:20]1([C:22]2[CH:23]=[CH:24][C:25]([F:28])=[CH:26][CH:27]=2)[S:4][CH2:1][CH2:2][S:3]1)(=[O:16])[CH3:15], predict the reactants needed to synthesize it. The reactants are: [CH2:1]([SH:4])[CH2:2][SH:3].B(F)(F)F.CCOCC.[C:14]([O:17][CH2:18][CH2:19][C:20]([C:22]1[CH:27]=[CH:26][C:25]([F:28])=[CH:24][CH:23]=1)=O)(=[O:16])[CH3:15].CCCCCC.CC(=O)OCC. (5) Given the product [Cl:12][C:9]1[N:8]=[C:7]([O:3][CH3:1])[C:6]([I:5])=[CH:11][N:10]=1, predict the reactants needed to synthesize it. The reactants are: [CH2:1]([O-:3])C.[Na+].[I:5][C:6]1[C:7](Cl)=[N:8][C:9]([Cl:12])=[N:10][CH:11]=1.O. (6) Given the product [F:43][C:2]([F:1])([F:42])[C:3]1[CH:4]=[C:5]([C:13]2([C:38]([F:39])([F:40])[F:41])[O:17][N:16]=[C:15]([C:18]3[CH:19]=[C:20]4[C:24](=[CH:25][CH:26]=3)[C:23]3([CH2:27][NH:28][CH2:29]3)[NH:22][C:21]4=[O:37])[CH2:14]2)[CH:6]=[C:7]([C:9]([F:12])([F:11])[F:10])[CH:8]=1, predict the reactants needed to synthesize it. The reactants are: [F:1][C:2]([F:43])([F:42])[C:3]1[CH:4]=[C:5]([C:13]2([C:38]([F:41])([F:40])[F:39])[O:17][N:16]=[C:15]([C:18]3[CH:19]=[C:20]4[C:24](=[CH:25][CH:26]=3)[C:23]3([CH2:29][N:28](C(OC(C)(C)C)=O)[CH2:27]3)[NH:22][C:21]4=[O:37])[CH2:14]2)[CH:6]=[C:7]([C:9]([F:12])([F:11])[F:10])[CH:8]=1.Cl.